From a dataset of Blood-brain barrier permeability classification from the B3DB database. Regression/Classification. Given a drug SMILES string, predict its absorption, distribution, metabolism, or excretion properties. Task type varies by dataset: regression for continuous measurements (e.g., permeability, clearance, half-life) or binary classification for categorical outcomes (e.g., BBB penetration, CYP inhibition). Dataset: b3db_classification. (1) The molecule is NC(=O)C[C@H](c1oc(CN2CCOCC2)cc(=O)c1O)c1ccnc2ccccc12. The result is 0 (does not penetrate BBB). (2) The molecule is O=C1CC[C@@]2(CCC(=O)c3ccccc32)C(=O)N1. The result is 1 (penetrates BBB). (3) The drug is CS(=O)(=O)Nc1cc2occ(NC=O)c(=O)c2cc1Oc1ccccc1. The result is 0 (does not penetrate BBB). (4) The molecule is Cc1cnn(-c2c(Cl)cccc2Cl)c1C(=O)N[C@H]1C(=O)N2[C@H]1SC(C)(C)[C@H]2C(=O)O. The result is 0 (does not penetrate BBB). (5) The compound is Clc1cccc(C(c2ccc3nc[nH]c3c2)n2ccnc2)c1. The result is 1 (penetrates BBB). (6) The drug is CC(=O)OCC(C)C. The result is 1 (penetrates BBB).